Dataset: NCI-60 drug combinations with 297,098 pairs across 59 cell lines. Task: Regression. Given two drug SMILES strings and cell line genomic features, predict the synergy score measuring deviation from expected non-interaction effect. (1) Drug 1: C1CC(=O)NC(=O)C1N2CC3=C(C2=O)C=CC=C3N. Drug 2: C1=NC2=C(N=C(N=C2N1C3C(C(C(O3)CO)O)F)Cl)N. Cell line: HCT116. Synergy scores: CSS=37.6, Synergy_ZIP=-4.89, Synergy_Bliss=-9.80, Synergy_Loewe=-27.6, Synergy_HSA=-8.61. (2) Drug 1: C1=C(C(=O)NC(=O)N1)N(CCCl)CCCl. Drug 2: CCCCCOC(=O)NC1=NC(=O)N(C=C1F)C2C(C(C(O2)C)O)O. Cell line: UACC62. Synergy scores: CSS=21.9, Synergy_ZIP=-6.36, Synergy_Bliss=-5.03, Synergy_Loewe=-21.8, Synergy_HSA=-5.15. (3) Drug 1: CC12CCC(CC1=CCC3C2CCC4(C3CC=C4C5=CN=CC=C5)C)O. Drug 2: C1=NNC2=C1C(=O)NC=N2. Cell line: SK-MEL-5. Synergy scores: CSS=3.58, Synergy_ZIP=2.38, Synergy_Bliss=7.51, Synergy_Loewe=0.143, Synergy_HSA=2.43. (4) Drug 1: CC=C1C(=O)NC(C(=O)OC2CC(=O)NC(C(=O)NC(CSSCCC=C2)C(=O)N1)C(C)C)C(C)C. Drug 2: C1=NC(=NC(=O)N1C2C(C(C(O2)CO)O)O)N. Cell line: HCC-2998. Synergy scores: CSS=44.8, Synergy_ZIP=-0.257, Synergy_Bliss=-1.26, Synergy_Loewe=-13.0, Synergy_HSA=0.543.